Predict the reactants needed to synthesize the given product. From a dataset of Full USPTO retrosynthesis dataset with 1.9M reactions from patents (1976-2016). (1) Given the product [C:36]([O:35][C:33]([NH:32][CH2:31][C:22]([C:19]1[CH:20]=[CH:21][C:16]([N:15]([O:7][CH2:5][CH2:4][Cl:45])[CH2:14][CH2:13][Cl:12])=[CH:17][C:18]=1[CH3:41])([CH3:40])[CH2:23][C:24]([O:26][C:27]([CH3:30])([CH3:29])[CH3:28])=[O:25])=[O:34])([CH3:37])([CH3:39])[CH3:38], predict the reactants needed to synthesize it. The reactants are: ClC1C=[C:4](C=CC=1)[C:5]([O:7]O)=O.[Cl:12][CH2:13][CH2:14][N:15](CCCl)[C:16]1[CH:21]=[CH:20][C:19]([C:22]([CH3:40])([CH2:31][NH:32][C:33]([O:35][C:36]([CH3:39])([CH3:38])[CH3:37])=[O:34])[CH2:23][C:24]([O:26][C:27]([CH3:30])([CH3:29])[CH3:28])=[O:25])=[C:18]([CH3:41])[CH:17]=1.[Cl:45]CCl. (2) Given the product [OH:4][C@H:5]1[CH2:22][CH2:21][C@@:20]2([CH3:23])[C@@H:7]([CH2:8][CH2:9][C@:10]3([CH3:40])[C@@H:19]2[CH2:18][CH2:17][C@H:16]2[C@@:11]3([CH3:39])[CH2:12][CH2:13][C@@:14]3(/[CH:31]=[C:32](\[CH3:38])/[C:33]([OH:35])=[O:34])[CH2:26][C:25](=[O:27])[C:24]([CH:28]([CH3:30])[CH3:29])=[C:15]32)[C:6]1([CH3:42])[CH3:41], predict the reactants needed to synthesize it. The reactants are: C([O:4][C@H:5]1[CH2:22][CH2:21][C@@:20]2([CH3:23])[C@@H:7]([CH2:8][CH2:9][C@:10]3([CH3:40])[C@@H:19]2[CH2:18][CH2:17][C@H:16]2[C@@:11]3([CH3:39])[CH2:12][CH2:13][C@@:14]3(/[CH:31]=[C:32](\[CH3:38])/[C:33]([O:35]CC)=[O:34])[CH2:26][C:25](=[O:27])[C:24]([CH:28]([CH3:30])[CH3:29])=[C:15]32)[C:6]1([CH3:42])[CH3:41])(=O)C.[OH-].[Na+].